From a dataset of Forward reaction prediction with 1.9M reactions from USPTO patents (1976-2016). Predict the product of the given reaction. (1) Given the reactants [NH2:1][C:2]1[CH:3]=[CH:4][C:5]([O:23][CH3:24])=[C:6]([NH:8][C:9]2[N:14]=[C:13]([NH:15][C:16]3[CH:21]=[CH:20][CH:19]=[CH:18][CH:17]=3)[C:12]([F:22])=[CH:11][N:10]=2)[CH:7]=1.[C:25]([CH2:27][C:28](O)=[O:29])#[N:26].CN(C(ON1N=NC2C=CC=NC1=2)=[N+](C)C)C.F[P-](F)(F)(F)(F)F.CCN(C(C)C)C(C)C, predict the reaction product. The product is: [F:22][C:12]1[C:13]([NH:15][C:16]2[CH:21]=[CH:20][CH:19]=[CH:18][CH:17]=2)=[N:14][C:9]([NH:8][C:6]2[CH:7]=[C:2]([NH:1][C:28](=[O:29])[CH2:27][C:25]#[N:26])[CH:3]=[CH:4][C:5]=2[O:23][CH3:24])=[N:10][CH:11]=1. (2) Given the reactants [Cl:1][CH2:2][CH2:3][CH2:4][O:5][C:6]1[CH:7]=[CH:8][C:9]2[CH2:10][C@H:11]3[NH:22][CH2:21][CH2:20][C@@:17]4([C:18]=2[CH:19]=1)[C@H:12]3[CH2:13][CH2:14][CH2:15][CH2:16]4.Cl.C(=O)([O-])[O-].[K+].[K+].[CH2:30](Br)[C:31]1[CH:36]=[CH:35][CH:34]=[CH:33][CH:32]=1, predict the reaction product. The product is: [Cl:1][CH2:2][CH2:3][CH2:4][O:5][C:6]1[CH:7]=[CH:8][C:9]2[CH2:10][C@H:11]3[N:22]([CH2:30][C:31]4[CH:36]=[CH:35][CH:34]=[CH:33][CH:32]=4)[CH2:21][CH2:20][C@@:17]4([C:18]=2[CH:19]=1)[C@H:12]3[CH2:13][CH2:14][CH2:15][CH2:16]4. (3) Given the reactants Cl.[Cl:2][C:3]1[C:11]2[C:6](=[CH:7][CH:8]=[C:9]([C:12]3[O:16][N:15]=[C:14]([C:17]4[CH:26]=[CH:25][CH:24]=[C:23]5[C:18]=4[CH2:19][CH2:20][NH:21][CH2:22]5)[N:13]=3)[CH:10]=2)[N:5]([CH:27]([CH3:29])[CH3:28])[CH:4]=1.[C:30]([O:34][CH2:35][CH3:36])(=[O:33])[CH:31]=[CH2:32], predict the reaction product. The product is: [CH2:35]([O:34][C:30](=[O:33])[CH2:31][CH2:32][N:21]1[CH2:20][CH2:19][C:18]2[C:23](=[CH:24][CH:25]=[CH:26][C:17]=2[C:14]2[N:13]=[C:12]([C:9]3[CH:10]=[C:11]4[C:6](=[CH:7][CH:8]=3)[N:5]([CH:27]([CH3:29])[CH3:28])[CH:4]=[C:3]4[Cl:2])[O:16][N:15]=2)[CH2:22]1)[CH3:36]. (4) Given the reactants [F:1][C:2]1[CH:33]=[CH:32][C:5]([CH2:6][CH2:7][C:8]2[CH:16]=[CH:15][C:14]([CH:17]([O:23][CH2:24][CH2:25][C:26]3[N:30]([CH3:31])[CH:29]=[N:28][CH:27]=3)[C:18]3[S:19][CH:20]=[CH:21][N:22]=3)=[CH:13][C:9]=2[C:10](O)=[O:11])=[CH:4][CH:3]=1.Cl.[C:35]([O:39][C:40](=[O:47])[C@H:41]([CH2:43][CH2:44][S:45][CH3:46])[NH2:42])([CH3:38])([CH3:37])[CH3:36].C(Cl)CCl.C1C=CC2N(O)N=NC=2C=1.Cl, predict the reaction product. The product is: [F:1][C:2]1[CH:3]=[CH:4][C:5]([CH2:6][CH2:7][C:8]2[CH:16]=[CH:15][C:14]([CH:17]([O:23][CH2:24][CH2:25][C:26]3[N:30]([CH3:31])[CH:29]=[N:28][CH:27]=3)[C:18]3[S:19][CH:20]=[CH:21][N:22]=3)=[CH:13][C:9]=2[C:10]([NH:42][C@@H:41]([CH2:43][CH2:44][S:45][CH3:46])[C:40]([O:39][C:35]([CH3:38])([CH3:37])[CH3:36])=[O:47])=[O:11])=[CH:32][CH:33]=1. (5) Given the reactants [CH3:1][C:2]1([C:8]2[CH:13]=[CH:12][CH:11]=[CH:10][CH:9]=2)[C:5](=[O:6])[CH2:4][C:3]1=[O:7].[S:14]1[C:18]([CH:19]([C:21]2[CH:26]=[CH:25][CH:24]=[CH:23][CH:22]=2)O)=[CH:17][C:16]2[CH:27]=[CH:28][CH:29]=[CH:30][C:15]1=2, predict the reaction product. The product is: [S:14]1[C:18]([CH:19]([C:21]2[CH:26]=[CH:25][CH:24]=[CH:23][CH:22]=2)[C:4]2[C:3](=[O:7])[C:2]([CH3:1])([C:8]3[CH:13]=[CH:12][CH:11]=[CH:10][CH:9]=3)[C:5]=2[OH:6])=[CH:17][C:16]2[CH:27]=[CH:28][CH:29]=[CH:30][C:15]1=2. (6) Given the reactants Cl[C:2]1[C:7]2[CH2:8][N:9]([CH2:12][C:13]3[CH:18]=[CH:17][C:16]([O:19][CH2:20][CH:21]([F:23])[F:22])=[C:15]([Cl:24])[CH:14]=3)[C:10](=[O:11])[C:6]=2[CH:5]=[CH:4][N:3]=1.[CH:25]([O:27][C:28]1[CH:33]=[CH:32][CH:31]=[CH:30][CH:29]=1)=[O:26], predict the reaction product. The product is: [Cl:24][C:15]1[CH:14]=[C:13]([CH:18]=[CH:17][C:16]=1[O:19][CH2:20][CH:21]([F:23])[F:22])[CH2:12][N:9]1[C:10](=[O:11])[C:6]2[CH:5]=[CH:4][N:3]=[C:2]([C:25]([O:27][C:28]3[CH:33]=[CH:32][CH:31]=[CH:30][CH:29]=3)=[O:26])[C:7]=2[CH2:8]1. (7) Given the reactants [Br:1][C:2]1[CH:3]=[C:4]([CH:8]([C:10]2[CH:15]=[CH:14][CH:13]=[CH:12][CH:11]=2)O)[CH:5]=[CH:6][CH:7]=1.[H-].[Al+3].[Li+].[H-].[H-].[H-].[Cl-].[Al+3].[Cl-].[Cl-], predict the reaction product. The product is: [CH2:8]([C:4]1[CH:5]=[CH:6][CH:7]=[C:2]([Br:1])[CH:3]=1)[C:10]1[CH:11]=[CH:12][CH:13]=[CH:14][CH:15]=1. (8) Given the reactants [NH2:1][C:2]1[CH:7]=[CH:6][N:5]=[CH:4][CH:3]=1.[CH2:8]([O:10][C:11]1[C:12](=O)[C:13](=[O:18])[C:14]=1[O:15]CC)[CH3:9], predict the reaction product. The product is: [CH2:8]([O:10][C:11]1[C:14](=[O:15])[C:13](=[O:18])[C:12]=1[NH:1][C:2]1[CH:7]=[CH:6][N:5]=[CH:4][CH:3]=1)[CH3:9].